From a dataset of Retrosynthesis with 50K atom-mapped reactions and 10 reaction types from USPTO. Predict the reactants needed to synthesize the given product. (1) The reactants are: Cc1nc(N2CCOC2=O)ccc1[N+](=O)[O-]. Given the product Cc1nc(N2CCOC2=O)ccc1N, predict the reactants needed to synthesize it. (2) Given the product COc1c(C(C)=O)cc(Cl)c(CBr)c1Br, predict the reactants needed to synthesize it. The reactants are: COc1c(C(C)=O)cc(Cl)c(C)c1Br.O=C1CCC(=O)N1Br. (3) Given the product CC1C(c2ccccc2)N(C(=O)/C=C/c2cccc(F)c2)C(=O)N1C, predict the reactants needed to synthesize it. The reactants are: C=CC(=O)N1C(=O)N(C)C(C)C1c1ccccc1.Fc1cccc(Br)c1. (4) Given the product N#CCc1cccc(NC(=O)c2cccc(-c3ccccc3)n2)c1, predict the reactants needed to synthesize it. The reactants are: N#CCc1cccc(NC(=O)c2cccc(Br)n2)c1.OB(O)c1ccccc1. (5) Given the product CC(=O)N1CCN(c2ccc(C(=O)NCc3cnc(-c4ccnc(C(F)(F)F)c4)c(F)c3)cn2)CC1, predict the reactants needed to synthesize it. The reactants are: CC(=O)Cl.O=C(NCc1cnc(-c2ccnc(C(F)(F)F)c2)c(F)c1)c1ccc(N2CCNCC2)nc1. (6) Given the product O=C(N[C@@H](COCc1ccccc1)C(=O)O)OCc1ccccc1, predict the reactants needed to synthesize it. The reactants are: N[C@@H](COCc1ccccc1)C(=O)O.O=C(OCc1ccccc1)OC(=O)OCc1ccccc1. (7) Given the product COc1ccc2c(C#N)cn(C(=O)OC(C)(C)C)c2c1, predict the reactants needed to synthesize it. The reactants are: CC(C)(C)OC(=O)OC(=O)OC(C)(C)C.COc1ccc2c(C#N)c[nH]c2c1. (8) Given the product Nc1nc2c(cc1C(=O)NCc1ccc(Oc3ccccc3)s1)CCC2, predict the reactants needed to synthesize it. The reactants are: NCc1ccc(Oc2ccccc2)s1.Nc1nc2c(cc1C(=O)O)CCC2. (9) Given the product COc1ccc(C(=O)Nc2c(C)c(C)c3oc(C)c(-c4ccc(F)cc4)c3c2C)cc1, predict the reactants needed to synthesize it. The reactants are: COc1ccc(C(=O)Cl)cc1.Cc1oc2c(C)c(C)c(N)c(C)c2c1-c1ccc(F)cc1. (10) Given the product CC(=O)N(O)C(C)C#Cc1cccc(S(=O)(=O)Nc2ccc(F)cc2)c1, predict the reactants needed to synthesize it. The reactants are: CC(=O)Cl.CC(C#Cc1cccc(S(=O)(=O)Nc2ccc(F)cc2)c1)NO.